From a dataset of Full USPTO retrosynthesis dataset with 1.9M reactions from patents (1976-2016). Predict the reactants needed to synthesize the given product. Given the product [CH2:33]([NH:40][C:10](=[O:12])[C@H:9]([NH:8][C:6](=[O:7])[O:5][C:1]([CH3:2])([CH3:3])[CH3:4])[CH2:13][O:14][CH:15]([F:17])[F:16])[C:34]1[CH:39]=[CH:38][CH:37]=[CH:36][CH:35]=1, predict the reactants needed to synthesize it. The reactants are: [C:1]([O:5][C:6]([NH:8][C@H:9]([CH2:13][O:14][CH:15]([F:17])[F:16])[C:10]([OH:12])=O)=[O:7])([CH3:4])([CH3:3])[CH3:2].C(N(CC)CC)C.ClC(OCC(C)C)=O.[CH2:33]([NH2:40])[C:34]1[CH:39]=[CH:38][CH:37]=[CH:36][CH:35]=1.